This data is from Forward reaction prediction with 1.9M reactions from USPTO patents (1976-2016). The task is: Predict the product of the given reaction. (1) The product is: [N:39]1([O:18][C:15]2[C:16]3[N:17]=[C:8]([C:5]4[CH:4]=[CH:3][C:2]([F:1])=[CH:7][CH:6]=4)[CH:9]=[CH:10][C:11]=3[N:12]=[C:13]([NH:19][C@@H:20]([C:22]3[CH:27]=[CH:26][C:25]([S:28]([NH2:31])(=[O:29])=[O:30])=[CH:24][CH:23]=3)[CH3:21])[N:14]=2)[C:43]2[CH:44]=[CH:45][CH:46]=[CH:47][C:42]=2[N:41]=[N:40]1. Given the reactants [F:1][C:2]1[CH:7]=[CH:6][C:5]([C:8]2[CH:9]=[CH:10][C:11]3[N:12]=[C:13]([NH:19][C@@H:20]([C:22]4[CH:27]=[CH:26][C:25]([S:28]([NH2:31])(=[O:30])=[O:29])=[CH:24][CH:23]=4)[CH3:21])[N:14]=[C:15]([OH:18])[C:16]=3[N:17]=2)=[CH:4][CH:3]=1.F[P-](F)(F)(F)(F)F.[N:39]1(O[P+](N(C)C)(N(C)C)N(C)C)[C:43]2[CH:44]=[CH:45][CH:46]=[CH:47][C:42]=2[N:41]=[N:40]1.CCN(C(C)C)C(C)C, predict the reaction product. (2) Given the reactants [CH3:1][O:2][C:3]([C:5]1[CH:6]=[C:7]([Br:14])[CH:8]=[C:9]2[C:13]=1[NH:12][N:11]=[CH:10]2)=[O:4].I[CH:16]([CH3:18])[CH3:17], predict the reaction product. The product is: [CH3:1][O:2][C:3]([C:5]1[CH:6]=[C:7]([Br:14])[CH:8]=[C:9]2[C:13]=1[N:12]([CH:16]([CH3:18])[CH3:17])[N:11]=[CH:10]2)=[O:4]. (3) Given the reactants [CH2:1]([N:4]1[C:9]2[CH:10]=[CH:11][CH:12]=[CH:13][C:8]=2[O:7][CH2:6][C:5]1=[O:14])[CH:2]=[CH2:3].[Cl:15][C:16]1[CH:21]=[C:20]([O:22][CH3:23])[CH:19]=[CH:18][C:17]=1[CH2:24][C:25](Cl)=[O:26].[Al+3].[Cl-].[Cl-].[Cl-], predict the reaction product. The product is: [CH2:1]([N:4]1[C:9]2[CH:10]=[C:11]([C:25](=[O:26])[CH2:24][C:17]3[CH:18]=[CH:19][C:20]([O:22][CH3:23])=[CH:21][C:16]=3[Cl:15])[CH:12]=[CH:13][C:8]=2[O:7][CH2:6][C:5]1=[O:14])[CH:2]=[CH2:3]. (4) Given the reactants [OH:1][NH:2][C:3](=[NH:7])[N:4]([CH3:6])[CH3:5].[H-].[Na+].C(O[C:13](=O)[CH2:14][S:15][C:16]1[CH:21]=[CH:20][CH:19]=[CH:18][CH:17]=1)C, predict the reaction product. The product is: [CH3:5][N:4]([CH3:6])[C:3]1[N:7]=[C:13]([CH2:14][S:15][C:16]2[CH:21]=[CH:20][CH:19]=[CH:18][CH:17]=2)[O:1][N:2]=1. (5) Given the reactants [C:1]1([C:21]2[CH:26]=[CH:25][CH:24]=[CH:23][CH:22]=2)[CH:6]=[CH:5][C:4]([C:7]([N:9]2[CH2:13][C:12](=[N:14][O:15][CH3:16])[CH2:11][C@H:10]2[C:17](=[N:19][OH:20])[NH2:18])=[O:8])=[CH:3][CH:2]=1.[OH:27][CH:28]([CH2:32][C:33]1[CH:38]=[CH:37][CH:36]=[CH:35][CH:34]=1)[C:29](O)=O, predict the reaction product. The product is: [CH3:16][O:15][N:14]=[C:12]1[CH2:11][C@@H:10]([C:17]2[N:18]=[C:29]([CH:28]([OH:27])[CH2:32][C:33]3[CH:38]=[CH:37][CH:36]=[CH:35][CH:34]=3)[O:20][N:19]=2)[N:9]([C:7]([C:4]2[CH:3]=[CH:2][C:1]([C:21]3[CH:26]=[CH:25][CH:24]=[CH:23][CH:22]=3)=[CH:6][CH:5]=2)=[O:8])[CH2:13]1.